From a dataset of Catalyst prediction with 721,799 reactions and 888 catalyst types from USPTO. Predict which catalyst facilitates the given reaction. Reactant: [O:1]=[C:2]1[C:6]2([CH2:11][CH2:10][N:9]([C:12]([O:14][C:15]([CH3:18])([CH3:17])[CH3:16])=[O:13])[CH2:8][CH2:7]2)[CH2:5][CH2:4][NH:3]1.FC(F)(F)S(O[C:25]1[CH:26]([CH3:31])[O:27][C:28](=[O:30])[CH:29]=1)(=O)=O.CC1(C)C2C(=C(P(C3C=CC=CC=3)C3C=CC=CC=3)C=CC=2)OC2C(P(C3C=CC=CC=3)C3C=CC=CC=3)=CC=CC1=2.O.C(=O)([O-])[O-].[K+].[K+]. Product: [CH3:31][CH:26]1[C:25]([N:3]2[CH2:4][CH2:5][C:6]3([CH2:11][CH2:10][N:9]([C:12]([O:14][C:15]([CH3:18])([CH3:17])[CH3:16])=[O:13])[CH2:8][CH2:7]3)[C:2]2=[O:1])=[CH:29][C:28](=[O:30])[O:27]1. The catalyst class is: 164.